This data is from Reaction yield outcomes from USPTO patents with 853,638 reactions. The task is: Predict the reaction yield, written as a fraction of the theoretical maximum amount of product (1.0 means a 100% yield; for example, 0.34 means a 34% yield). (1) The reactants are [Br:1][C:2]1[CH:10]=[C:9]2[C:5]([C:6]([CH3:38])=[CH:7][N:8]2[S:11]([C:14]2[C:23]3[C:18](=[CH:19][CH:20]=[CH:21][CH:22]=3)[C:17]([O:24][CH3:25])=[C:16]([N:26]3[CH2:31][CH2:30][N:29](C(=O)C(Cl)(Cl)Cl)[CH2:28][CH2:27]3)[CH:15]=2)(=[O:13])=[O:12])=[CH:4][CH:3]=1.[OH-].[K+]. The catalyst is C1COCC1. The product is [Br:1][C:2]1[CH:10]=[C:9]2[C:5]([C:6]([CH3:38])=[CH:7][N:8]2[S:11]([C:14]2[C:23]3[C:18](=[CH:19][CH:20]=[CH:21][CH:22]=3)[C:17]([O:24][CH3:25])=[C:16]([N:26]3[CH2:27][CH2:28][NH:29][CH2:30][CH2:31]3)[CH:15]=2)(=[O:13])=[O:12])=[CH:4][CH:3]=1. The yield is 0.738. (2) The reactants are [C:1]([O:10]C)(=O)[C:2]1[C:3](=[CH:5][CH:6]=[CH:7][CH:8]=1)[SH:4].[C:12]([C:14]1[N:19]=[C:18]([C:20]([NH:22][CH2:23][CH2:24][CH3:25])=[O:21])[CH:17]=[CH:16][CH:15]=1)#[N:13].C(N(CC)CC)C. The catalyst is C1(C)C=CC=CC=1. The product is [O:10]=[C:1]1[C:2]2[CH:8]=[CH:7][CH:6]=[CH:5][C:3]=2[S:4][C:12]([C:14]2[N:19]=[C:18]([C:20]([NH:22][CH2:23][CH2:24][CH3:25])=[O:21])[CH:17]=[CH:16][CH:15]=2)=[N:13]1. The yield is 0.780. (3) The reactants are [Al+3].[Cl-].[Cl-].[Cl-].[H-].[H-].[H-].[H-].[Li+].[Al+3].[Br:11][C:12]1[CH:17]=[CH:16][C:15]([OH:18])=[C:14]([CH:19](O)[C:20]2[CH:25]=[CH:24][CH:23]=[CH:22][CH:21]=2)[CH:13]=1.CCOCC.CO. The catalyst is CCOCC.C(Cl)Cl. The product is [CH2:19]([C:14]1[CH:13]=[C:12]([Br:11])[CH:17]=[CH:16][C:15]=1[OH:18])[C:20]1[CH:21]=[CH:22][CH:23]=[CH:24][CH:25]=1. The yield is 0.620. (4) The reactants are [OH:1][C:2]1[CH:7]=[CH:6][C:5]([CH2:8][CH2:9][CH2:10][C:11]2[N:12]([CH3:17])[C:13](=[O:16])[NH:14][N:15]=2)=[CH:4][CH:3]=1.[O:18]([C:25]1[CH:26]=[C:27]([CH:30]=[CH:31][CH:32]=1)[CH2:28]Cl)[C:19]1[CH:24]=[CH:23][CH:22]=[CH:21][CH:20]=1.[C:33](=[O:36])([O-])[O-].[K+].[K+]. The catalyst is CN(C=O)C. The product is [CH3:17][N:12]1[C:11]([CH2:10][CH2:9][CH2:8][C:5]2[CH:4]=[CH:3][C:2]([O:1][CH2:28][C:27]3[CH:30]=[CH:31][CH:32]=[C:25]([O:18][C:19]4[CH:24]=[CH:23][CH:22]=[CH:21][CH:20]=4)[CH:26]=3)=[CH:7][CH:6]=2)=[N:15][N:14]([CH2:28][C:27]2[CH:26]=[CH:25][CH:32]=[C:31]([O:36][C:33]3[CH:21]=[CH:20][CH:19]=[CH:24][CH:23]=3)[CH:30]=2)[C:13]1=[O:16]. The yield is 0.870. (5) The reactants are [N:1]([CH2:4][C@@H:5]([NH:13][C:14](=[O:20])[O:15][C:16]([CH3:19])([CH3:18])[CH3:17])[CH2:6][C@H:7]1[CH2:12][CH2:11][CH2:10][O:9][CH2:8]1)=[N+]=[N-]. The catalyst is CO.[Pd]. The product is [NH2:1][CH2:4][C@@H:5]([NH:13][C:14](=[O:20])[O:15][C:16]([CH3:18])([CH3:17])[CH3:19])[CH2:6][C@H:7]1[CH2:12][CH2:11][CH2:10][O:9][CH2:8]1. The yield is 0.860. (6) The yield is 0.330. No catalyst specified. The product is [Br:29][C:24]1[C:25]([CH3:28])=[N:26][O:27][C:23]=1[NH:22][S:2]([C:5]1[CH:9]=[CH:8][S:7][C:6]=1[CH2:10]/[CH:11]=[CH:12]/[C:13]1[CH:18]=[CH:17][C:16]2[O:19][CH2:20][O:21][C:15]=2[CH:14]=1)(=[O:4])=[O:3]. The reactants are Cl[S:2]([C:5]1[CH:9]=[CH:8][S:7][C:6]=1[CH2:10]/[CH:11]=[CH:12]/[C:13]1[CH:18]=[CH:17][C:16]2[O:19][CH2:20][O:21][C:15]=2[CH:14]=1)(=[O:4])=[O:3].[NH2:22][C:23]1[O:27][N:26]=[C:25]([CH3:28])[C:24]=1[Br:29]. (7) The reactants are [NH2:1][C:2]1[C:11]2[C:6](=[C:7](Br)[CH:8]=[CH:9][CH:10]=2)[N:5]=[N:4][C:3]=1[C:13]([NH:15][CH2:16][CH2:17][CH3:18])=[O:14].[F:19][C:20]1[CH:21]=[CH:22][C:23]([CH3:29])=[C:24](B(O)O)[CH:25]=1. No catalyst specified. The product is [NH2:1][C:2]1[C:11]2[C:6](=[C:7]([C:22]3[CH:21]=[C:20]([F:19])[CH:25]=[CH:24][C:23]=3[CH3:29])[CH:8]=[CH:9][CH:10]=2)[N:5]=[N:4][C:3]=1[C:13]([NH:15][CH2:16][CH2:17][CH3:18])=[O:14]. The yield is 0.860. (8) The reactants are [C:1]([C:5]1[CH:9]=[C:8]([NH:10][C:11](=[O:19])OC2C=CC=CC=2)[N:7]([CH:20]2[CH2:25][CH2:24][CH2:23][CH2:22][CH2:21]2)[N:6]=1)([CH3:4])([CH3:3])[CH3:2].C(N(CC)C(C)C)(C)C.[CH3:35][O:36][C:37]1[CH:38]=[C:39]2[C:44](=[CH:45][C:46]=1[O:47][CH3:48])[N:43]=[CH:42][N:41]=[C:40]2[S:49][C:50]1[CH:51]=[C:52]([CH:54]=[CH:55][CH:56]=1)[NH2:53]. The catalyst is C1COCC1. The product is [C:1]([C:5]1[CH:9]=[C:8]([NH:10][C:11]([NH:53][C:52]2[CH:54]=[CH:55][CH:56]=[C:50]([S:49][C:40]3[C:39]4[C:44](=[CH:45][C:46]([O:47][CH3:48])=[C:37]([O:36][CH3:35])[CH:38]=4)[N:43]=[CH:42][N:41]=3)[CH:51]=2)=[O:19])[N:7]([CH:20]2[CH2:25][CH2:24][CH2:23][CH2:22][CH2:21]2)[N:6]=1)([CH3:2])([CH3:4])[CH3:3]. The yield is 0.180. (9) The reactants are [F-].C([N+](CCCC)(CCCC)CCCC)CCC.[CH2:19]([O:21][C:22]([C:24]1([C:37](C)(C)[O:38][SiH2]C(C)(C)C)[CH2:28][CH2:27][N:26]([CH2:29][C:30]([O:32][C:33]([CH3:36])([CH3:35])[CH3:34])=[O:31])[CH2:25]1)=[O:23])[CH3:20]. No catalyst specified. The product is [CH2:19]([O:21][C:22]([C:24]1([CH2:37][OH:38])[CH2:28][CH2:27][N:26]([CH2:29][C:30]([O:32][C:33]([CH3:35])([CH3:34])[CH3:36])=[O:31])[CH2:25]1)=[O:23])[CH3:20]. The yield is 0.680. (10) The reactants are [CH3:1][N:2]1[CH2:7][CH2:6][O:5][C@@H:4]([CH2:8][OH:9])[CH2:3]1.[H-].[Na+].[N+](C1C=CC([O:21][C:22]([N:24]2[CH2:29][CH2:28][N:27]([C:30]3[CH:35]=[CH:34][C:33]([F:36])=[CH:32][C:31]=3[F:37])[CH2:26][CH2:25]2)=O)=CC=1)([O-])=O. The catalyst is C1COCC1. The product is [F:37][C:31]1[CH:32]=[C:33]([F:36])[CH:34]=[CH:35][C:30]=1[N:27]1[CH2:28][CH2:29][N:24]([C:22]([O:9][CH2:8][C@@H:4]2[O:5][CH2:6][CH2:7][N:2]([CH3:1])[CH2:3]2)=[O:21])[CH2:25][CH2:26]1. The yield is 0.320.